Predict the reactants needed to synthesize the given product. From a dataset of Full USPTO retrosynthesis dataset with 1.9M reactions from patents (1976-2016). (1) Given the product [CH3:84][O:85][C:86]1[CH:95]=[C:94]2[C:89]([CH2:90][CH2:91][C@H:92]([NH2:96])[CH2:93]2)=[CH:88][CH:87]=1, predict the reactants needed to synthesize it. The reactants are: COC1C=C2C(CCC(=O)C2)=CC=1.C([O-])=O.[Na+].C1C=[N+]([C@@H]2O[C@H](COP(OP(OC[C@H]3O[C@@H](N4C5N=CN=C(N)C=5N=C4)[C@H](O)[C@@H]3O)(O)=O)(O)=O)[C@@H](O)[C@H]2O)C=C(C(N)=O)C=1.N[C@H](C(O)=O)C.CC1N=CC(COP(O)(O)=O)=C(C=O)C=1O.[CH3:84][O:85][C:86]1[CH:95]=[C:94]2[C:89]([CH2:90][CH2:91][CH:92]([NH2:96])[CH2:93]2)=[CH:88][CH:87]=1. (2) The reactants are: [CH3:1][O:2][C:3]1[CH:4]=[C:5]2[C:10](=[CH:11][CH:12]=1)[N:9]=[CH:8][C:7]([CH:13]=[O:14])=[CH:6]2.[BH4-].[Na+]. Given the product [CH3:1][O:2][C:3]1[CH:4]=[C:5]2[C:10](=[CH:11][CH:12]=1)[N:9]=[CH:8][C:7]([CH2:13][OH:14])=[CH:6]2, predict the reactants needed to synthesize it.